This data is from Catalyst prediction with 721,799 reactions and 888 catalyst types from USPTO. The task is: Predict which catalyst facilitates the given reaction. (1) Reactant: [Cl:1][C:2]1[CH:7]=[CH:6][C:5]([S:8]([N:11]([CH2:21][C:22]2[CH:34]=[CH:33][C:25]([C:26]([NH:28][C@H:29]([CH3:32])[CH2:30][OH:31])=[O:27])=[CH:24][CH:23]=2)[C@H:12]([C:15]2[CH:20]=[CH:19][CH:18]=[CH:17][CH:16]=2)[CH2:13][CH3:14])(=[O:10])=[O:9])=[CH:4][CH:3]=1.[H-].[Na+].I[CH3:38]. Product: [Cl:1][C:2]1[CH:7]=[CH:6][C:5]([S:8]([N:11]([CH2:21][C:22]2[CH:23]=[CH:24][C:25]([C:26]([NH:28][C@H:29]([CH3:32])[CH2:30][O:31][CH3:38])=[O:27])=[CH:33][CH:34]=2)[C@H:12]([C:15]2[CH:20]=[CH:19][CH:18]=[CH:17][CH:16]=2)[CH2:13][CH3:14])(=[O:9])=[O:10])=[CH:4][CH:3]=1. The catalyst class is: 1. (2) Reactant: [C:1]([C:5]1[CH:9]=[C:8]([NH:10][C:11]([NH:13][C:14]2[CH:19]=[CH:18][CH:17]=[C:16](F)[C:15]=2[F:21])=[O:12])[N:7]([C:22]2[CH:27]=[CH:26][C:25]([CH2:28][C:29]([O:31]CC)=[O:30])=[CH:24][CH:23]=2)[N:6]=1)([CH3:4])([CH3:3])[CH3:2].[Li+].[OH-]. Product: [C:1]([C:5]1[CH:9]=[C:8]([NH:10][C:11]([NH:13][C:14]2[CH:19]=[CH:18][CH:17]=[CH:16][C:15]=2[F:21])=[O:12])[N:7]([C:22]2[CH:23]=[CH:24][C:25]([CH2:28][C:29]([OH:31])=[O:30])=[CH:26][CH:27]=2)[N:6]=1)([CH3:4])([CH3:2])[CH3:3]. The catalyst class is: 1. (3) Reactant: [Cl:1][C:2]1[C:7]([O:8][CH3:9])=[CH:6][C:5]([C:10]2[CH:11]=[C:12]([CH:18]=[CH:19][N:20]=2)[C:13]([O:15]CC)=[O:14])=[CH:4][C:3]=1[O:21][CH3:22].[OH-].[Na+]. Product: [Cl:1][C:2]1[C:3]([O:21][CH3:22])=[CH:4][C:5]([C:10]2[CH:11]=[C:12]([CH:18]=[CH:19][N:20]=2)[C:13]([OH:15])=[O:14])=[CH:6][C:7]=1[O:8][CH3:9]. The catalyst class is: 8. (4) Reactant: [NH2:1][C:2]1[N:23]=[C:5]2[NH:6][C:7]([CH3:22])=[C:8]([C:18]([O:20][CH3:21])=[O:19])[CH:9]([C:10]3[CH:15]=[CH:14][C:13]([Cl:16])=[CH:12][C:11]=3[Cl:17])[N:4]2[N:3]=1.C(C1C(=O)C(Cl)=C(Cl)C(=O)C=1C#N)#N. Product: [NH2:1][C:2]1[N:23]=[C:5]2[N:6]=[C:7]([CH3:22])[C:8]([C:18]([O:20][CH3:21])=[O:19])=[C:9]([C:10]3[CH:15]=[CH:14][C:13]([Cl:16])=[CH:12][C:11]=3[Cl:17])[N:4]2[N:3]=1. The catalyst class is: 2. (5) Reactant: [C:1]([O:5][C:6]([NH:8][C:9]1([CH3:15])[CH2:14][CH2:13][NH:12][CH2:11][CH2:10]1)=[O:7])([CH3:4])([CH3:3])[CH3:2].C(=O)([O-])[O-].[K+].[K+].Cl[C:23]1[CH:28]=[CH:27][C:26]([C:29]([F:32])([F:31])[F:30])=[CH:25][N:24]=1. Product: [C:1]([O:5][C:6]([NH:8][C:9]1([CH3:15])[CH2:10][CH2:11][N:12]([C:23]2[CH:28]=[CH:27][C:26]([C:29]([F:32])([F:31])[F:30])=[CH:25][N:24]=2)[CH2:13][CH2:14]1)=[O:7])([CH3:4])([CH3:2])[CH3:3]. The catalyst class is: 12. (6) Reactant: C(OC(=O)[NH:7][C@H:8]1[CH2:12][CH2:11][N:10]([CH2:13][C:14]2[CH:19]=[CH:18][C:17]([F:20])=[C:16]([F:21])[CH:15]=2)[CH2:9]1)(C)(C)C.[ClH:23]. Product: [ClH:23].[ClH:23].[F:21][C:16]1[CH:15]=[C:14]([CH:19]=[CH:18][C:17]=1[F:20])[CH2:13][N:10]1[CH2:11][CH2:12][C@H:8]([NH2:7])[CH2:9]1. The catalyst class is: 13. (7) Reactant: [C:1]1([C:7]([C:28]2[CH:33]=[CH:32][CH:31]=[CH:30][CH:29]=2)=[CH:8][CH:9]2[N:18]([CH2:19][CH2:20][N:21]3[CH2:26][CH2:25][CH2:24][CH2:23][CH2:22]3)[C:17](=[O:27])[C:16]3[C:11](=[CH:12][CH:13]=[CH:14][CH:15]=3)[NH:10]2)[CH:6]=[CH:5][CH:4]=[CH:3][CH:2]=1.C(C1C(=O)C(Cl)=C(Cl)C(=O)C=1C#N)#N. Product: [C:28]1([C:7]([C:1]2[CH:6]=[CH:5][CH:4]=[CH:3][CH:2]=2)=[CH:8][C:9]2[N:18]([CH2:19][CH2:20][N:21]3[CH2:22][CH2:23][CH2:24][CH2:25][CH2:26]3)[C:17](=[O:27])[C:16]3[CH:15]=[CH:14][CH:13]=[CH:12][C:11]=3[N:10]=2)[CH:29]=[CH:30][CH:31]=[CH:32][CH:33]=1. The catalyst class is: 22.